Dataset: Full USPTO retrosynthesis dataset with 1.9M reactions from patents (1976-2016). Task: Predict the reactants needed to synthesize the given product. (1) Given the product [F:10][C:11]1[CH:12]=[C:13]([N+:18]([O-:20])=[O:19])[CH:14]=[CH:15][C:16]=1[S:1][C:2]1[N:3]([CH3:7])[CH:4]=[CH:5][N:6]=1, predict the reactants needed to synthesize it. The reactants are: [SH:1][C:2]1[N:3]([CH3:7])[CH:4]=[CH:5][N:6]=1.[H-].[Na+].[F:10][C:11]1[CH:12]=[C:13]([N+:18]([O-:20])=[O:19])[CH:14]=[CH:15][C:16]=1F.O. (2) Given the product [Br:1][C:2]1[CH:3]=[CH:4][C:5]2[CH:11]3[CH2:10][CH:9]([CH2:12]3)[N:8]3[C:13]([C:19]([N:25]([CH3:26])[CH3:24])=[O:20])=[C:14]([C:16]([NH2:17])=[O:18])[N:15]=[C:7]3[C:6]=2[CH:22]=1, predict the reactants needed to synthesize it. The reactants are: [Br:1][C:2]1[CH:3]=[CH:4][C:5]2[CH:11]3[CH2:12][CH:9]([CH2:10]3)[N:8]3[C:13]([C:19](O)=[O:20])=[C:14]([C:16](=[O:18])[NH2:17])[N:15]=[C:7]3[C:6]=2[CH:22]=1.Cl.[CH3:24][NH:25][CH3:26]. (3) Given the product [CH3:18][S:19]([N:1]1[CH:10]2[CH:5]([CH2:6][CH2:7][CH2:8][CH2:9]2)[CH2:4][CH2:3][CH2:2]1)=[O:20], predict the reactants needed to synthesize it. The reactants are: [NH:1]1[CH:10]2[CH:5]([CH2:6][CH2:7][CH2:8][CH2:9]2)[CH2:4][CH2:3][CH2:2]1.C(N(CC)CC)C.[CH3:18][S:19](Cl)=[O:20].C([O-])(O)=O.[Na+]. (4) The reactants are: [ClH:1].C(OC([N:9]1[CH2:14][CH2:13][N:12]([C:15]2[CH:20]=[CH:19][C:18]([C@@H:21]([N:23](C(OC(C)(C)C)=O)[CH2:24][CH2:25][C:26]3[CH:31]=[C:30]([O:32][CH3:33])[C:29]([NH:34][C:35]([NH:37][C:38]4[CH:43]=[N:42][C:41]([C:44]#[N:45])=[CH:40][N:39]=4)=[O:36])=[CH:28][C:27]=3[Cl:46])[CH3:22])=[CH:17][CH:16]=2)[CH2:11][CH2:10]1)=O)(C)(C)C.C(OCC)C. Given the product [ClH:46].[ClH:1].[Cl:46][C:27]1[C:26]([CH2:25][CH2:24][NH:23][C@H:21]([C:18]2[CH:19]=[CH:20][C:15]([N:12]3[CH2:13][CH2:14][NH:9][CH2:10][CH2:11]3)=[CH:16][CH:17]=2)[CH3:22])=[CH:31][C:30]([O:32][CH3:33])=[C:29]([NH:34][C:35]([NH:37][C:38]2[CH:43]=[N:42][C:41]([C:44]#[N:45])=[CH:40][N:39]=2)=[O:36])[CH:28]=1, predict the reactants needed to synthesize it. (5) Given the product [Br:1][C:2]1[CH:3]=[C:4]([NH:10][C@H:11]2[C@@H:16]([NH:17][C:18](=[O:24])[O:19][C:20]([CH3:21])([CH3:22])[CH3:23])[CH2:15][CH2:14][S:13](=[O:25])(=[O:26])[CH2:12]2)[CH:5]=[N:6][C:7]=1[C:8]#[N:9].[Br:1][C:2]1[CH:3]=[C:4]([NH:10][C@@H:11]2[C@H:16]([NH:17][C:18](=[O:24])[O:19][C:20]([CH3:21])([CH3:22])[CH3:23])[CH2:15][CH2:14][S:13](=[O:25])(=[O:26])[CH2:12]2)[CH:5]=[N:6][C:7]=1[C:8]#[N:9], predict the reactants needed to synthesize it. The reactants are: [Br:1][C:2]1[CH:3]=[C:4]([NH:10][C@H:11]2[C@@H:16]([NH:17][C:18](=[O:24])[O:19][C:20]([CH3:23])([CH3:22])[CH3:21])[CH2:15][CH2:14][S:13](=[O:26])(=[O:25])[CH2:12]2)[CH:5]=[N:6][C:7]=1[C:8]#[N:9].C(O)C. (6) Given the product [CH3:1][C:2]1[C:7]([CH3:8])=[CH:6][CH:5]=[CH:4][C:3]=1[C:13]1[N:18]=[C:17]([NH2:19])[N:16]=[C:15]([NH:20][CH:21]([CH3:23])[CH3:22])[CH:14]=1, predict the reactants needed to synthesize it. The reactants are: [CH3:1][C:2]1[C:7]([CH3:8])=[CH:6][CH:5]=[CH:4][C:3]=1B(O)O.Cl[C:13]1[N:18]=[C:17]([NH2:19])[N:16]=[C:15]([NH:20][CH:21]([CH3:23])[CH3:22])[CH:14]=1. (7) Given the product [Cl:1][C:2]1[C:10]([C:11]#[N:12])=[CH:9][CH:8]=[C:7]2[C:3]=1[CH2:4][CH:5]([CH:13]([F:14])[F:15])[N:6]2[CH2:20][C:22]([F:25])([F:24])[F:23].[Cl:1][C:2]1[C:10]([C:11]#[N:12])=[CH:9][CH:8]=[C:7]2[C:3]=1[CH2:4][CH:5]([CH:13]([F:14])[F:15])[NH:6]2, predict the reactants needed to synthesize it. The reactants are: [Cl:1][C:2]1[C:10]([C:11]#[N:12])=[CH:9][CH:8]=[C:7]2[C:3]=1[CH:4]=[C:5]([CH:13]([F:15])[F:14])[NH:6]2.[BH3-]C#N.[Na+].[C:20](O)([C:22]([F:25])([F:24])[F:23])=O. (8) Given the product [CH3:31][N:30]([CH3:32])[CH2:29][CH2:28][N:11]1[CH:12]=[C:13]([N:14]2[CH2:15][CH2:16][N:17]([C:20]([O:22][C:23]([CH3:26])([CH3:25])[CH3:24])=[O:21])[CH2:18][CH2:19]2)[C:9]([C:3]2[CH:4]=[CH:5][CH:6]=[CH:7][CH:8]=2)=[N:10]1, predict the reactants needed to synthesize it. The reactants are: [H-].[Na+].[C:3]1([C:9]2[C:13]([N:14]3[CH2:19][CH2:18][N:17]([C:20]([O:22][C:23]([CH3:26])([CH3:25])[CH3:24])=[O:21])[CH2:16][CH2:15]3)=[CH:12][NH:11][N:10]=2)[CH:8]=[CH:7][CH:6]=[CH:5][CH:4]=1.Cl[CH2:28][CH2:29][N:30]([CH3:32])[CH3:31].